Task: Predict the reactants needed to synthesize the given product.. Dataset: Full USPTO retrosynthesis dataset with 1.9M reactions from patents (1976-2016) (1) Given the product [F:34][CH:21]([CH2:22][O:23][C:24]1[CH:29]=[CH:28][CH:27]=[C:26]([C:30]([F:33])([F:31])[F:32])[CH:25]=1)[CH2:20][CH2:19][CH:11]1[CH:12]2[CH:13]([O:14][C:15](=[O:17])[CH2:16]2)[CH2:18][CH:10]1[OH:9], predict the reactants needed to synthesize it. The reactants are: C([O:9][CH:10]1[CH2:18][CH:13]2[O:14][C:15](=[O:17])[CH2:16][CH:12]2[CH:11]1[CH2:19][CH2:20][CH:21]([F:34])[CH2:22][O:23][C:24]1[CH:29]=[CH:28][CH:27]=[C:26]([C:30]([F:33])([F:32])[F:31])[CH:25]=1)(=O)C1C=CC=CC=1.C([O-])([O-])=O.[K+].[K+].C(O)(=O)CC(CC(O)=O)(C(O)=O)O. (2) Given the product [CH2:1]([O:8][C:9](=[O:27])[N:10]([CH2:11][C:12]1[CH:17]=[CH:16][C:15]([NH2:18])=[CH:14][CH:13]=1)[CH:21]1[CH2:22][CH2:23][CH2:24][CH2:25][CH2:26]1)[C:2]1[CH:7]=[CH:6][CH:5]=[CH:4][CH:3]=1, predict the reactants needed to synthesize it. The reactants are: [CH2:1]([O:8][C:9](=[O:27])[N:10]([CH:21]1[CH2:26][CH2:25][CH2:24][CH2:23][CH2:22]1)[CH2:11][C:12]1[CH:17]=[CH:16][C:15]([N+:18]([O-])=O)=[CH:14][CH:13]=1)[C:2]1[CH:7]=[CH:6][CH:5]=[CH:4][CH:3]=1.C1COCC1.O.NN. (3) Given the product [C:34]([O:33][C:31](=[O:30])[N:15]([CH2:6][C:5]1[CH:8]=[CH:9][C:2]([Br:1])=[CH:3][CH:4]=1)[CH2:14][CH2:13][CH2:12][F:11])([CH3:37])([CH3:36])[CH3:35], predict the reactants needed to synthesize it. The reactants are: [Br:1][C:2]1[CH:9]=[CH:8][C:5]([CH2:6]Br)=[CH:4][CH:3]=1.Cl.[F:11][CH2:12][CH2:13][CH2:14][NH2:15].C(N(C(C)C)CC)(C)C.C(=O)(O)[O-].[Na+].[O:30](C(OC(C)(C)C)=O)[C:31]([O:33][C:34]([CH3:37])([CH3:36])[CH3:35])=O. (4) Given the product [Br:1][C:2]1[CH:3]=[C:4]([C:12]([CH3:15])([CH3:14])[CH3:13])[C:5]([OH:11])=[C:6]([CH:10]=1)[C:7]([NH:19][C:18]1[CH:20]=[CH:21][C:22]([S:24]([C:27]([F:30])([F:28])[F:29])(=[O:26])=[O:25])=[CH:23][C:17]=1[Cl:16])=[O:9], predict the reactants needed to synthesize it. The reactants are: [Br:1][C:2]1[CH:3]=[C:4]([C:12]([CH3:15])([CH3:14])[CH3:13])[C:5]([OH:11])=[C:6]([CH:10]=1)[C:7]([OH:9])=O.[Cl:16][C:17]1[CH:23]=[C:22]([S:24]([C:27]([F:30])([F:29])[F:28])(=[O:26])=[O:25])[CH:21]=[CH:20][C:18]=1[NH2:19]. (5) Given the product [OH:19][NH:18][C:13](=[O:15])[CH2:12][CH2:11][C:2]1[CH:3]=[CH:4][C:5]2[C:10](=[CH:9][CH:8]=[CH:7][CH:6]=2)[N:1]=1, predict the reactants needed to synthesize it. The reactants are: [N:1]1[C:10]2[C:5](=[CH:6][CH:7]=[CH:8][CH:9]=2)[CH:4]=[CH:3][C:2]=1[CH2:11][CH2:12][C:13]([O:15]C)=O.Cl.[NH2:18][OH:19].[OH-].[Na+].OP([O-])(O)=O.[K+]. (6) Given the product [C:15](/[CH:14]=[CH:13]/[C:12]([O-:19])=[O:18])([OH:17])=[O:16].[C:7]([CH2:6][CH2:5][CH2:4][N+:3]([CH2:1][CH3:2])([CH3:10])[CH3:11])([OH:9])=[O:8], predict the reactants needed to synthesize it. The reactants are: [CH2:1]([N+:3]([CH3:11])([CH3:10])[CH2:4][CH2:5][CH2:6][C:7]([O-:9])=[O:8])[CH3:2].[C:12]([OH:19])(=[O:18])/[CH:13]=[CH:14]/[C:15]([OH:17])=[O:16].